This data is from Forward reaction prediction with 1.9M reactions from USPTO patents (1976-2016). The task is: Predict the product of the given reaction. (1) Given the reactants [C:1]([NH:4][C:5]1[S:6][C:7]2[CH:13]=[CH:12][CH:11]=[C:10]([O:14][C:15]3[N:20]=[CH:19][N:18]=[C:17]([C:21]4[CH:26]=[CH:25][C:24]([C:27]([F:30])([F:29])[F:28])=[CH:23][C:22]=4[NH:31][C:32]([C@@H:34]4[CH2:38][CH2:37][C@H:36]([C:39]5[CH:44]=[CH:43][CH:42]=[CH:41][CH:40]=5)[NH:35]4)=[O:33])[CH:16]=3)[C:8]=2[N:9]=1)(=[O:3])[CH3:2].[CH3:45][C:46]([CH3:48])=O, predict the reaction product. The product is: [C:1]([NH:4][C:5]1[S:6][C:7]2[CH:13]=[CH:12][CH:11]=[C:10]([O:14][C:15]3[N:20]=[CH:19][N:18]=[C:17]([C:21]4[CH:26]=[CH:25][C:24]([C:27]([F:28])([F:29])[F:30])=[CH:23][C:22]=4[NH:31][C:32]([C@@H:34]4[CH2:38][CH2:37][C@H:36]([C:39]5[CH:44]=[CH:43][CH:42]=[CH:41][CH:40]=5)[N:35]4[CH:46]([CH3:48])[CH3:45])=[O:33])[CH:16]=3)[C:8]=2[N:9]=1)(=[O:3])[CH3:2]. (2) Given the reactants C[O:2][C:3](=[O:25])[C:4]1[CH:9]=[CH:8][C:7]([C:10]2[CH:24]=[CH:23][C:13]3[N:14]([C:17]4[CH:22]=[CH:21][CH:20]=[CH:19][CH:18]=4)[CH:15]=[N:16][C:12]=3[CH:11]=2)=[CH:6][CH:5]=1.[OH-].[K+], predict the reaction product. The product is: [C:17]1([N:14]2[C:13]3[CH:23]=[CH:24][C:10]([C:7]4[CH:6]=[CH:5][C:4]([C:3]([OH:25])=[O:2])=[CH:9][CH:8]=4)=[CH:11][C:12]=3[N:16]=[CH:15]2)[CH:18]=[CH:19][CH:20]=[CH:21][CH:22]=1. (3) Given the reactants [CH3:1][O:2][N:3]=[CH:4][C:5]1[C:14]2([CH2:17][CH2:16][CH2:15]2)[O:13][C:12]2[C:7](=[C:8]([CH3:20])[C:9]([OH:19])=[C:10]([CH3:18])[CH:11]=2)[CH:6]=1.Cl, predict the reaction product. The product is: [CH3:1][O:2][NH:3][CH2:4][C:5]1[C:14]2([CH2:15][CH2:16][CH2:17]2)[O:13][C:12]2[C:7](=[C:8]([CH3:20])[C:9]([OH:19])=[C:10]([CH3:18])[CH:11]=2)[CH:6]=1. (4) Given the reactants [OH:1][C:2]1[C:7]([C:8](=[O:10])[CH3:9])=[CH:6][CH:5]=[C:4]([OH:11])[C:3]=1[C:12]1[CH:17]=[CH:16][CH:15]=[CH:14][CH:13]=1.IC[C:20]1[CH:25]=C[C:23]([CH:26](OC2CCCCO2)[C:27]2[CH:28]=[C:29]([CH:32]=[CH:33][CH:34]=2)[C:30]#[N:31])=[CH:22][CH:21]=1.[C:42](=[O:45])([O-])[O-].[K+].[K+].[Cl-].[CH3:49]C(C)=O, predict the reaction product. The product is: [C:8]([C:7]1[CH:6]=[CH:5][C:4]([O:11][CH2:49][C:21]2[CH:20]=[CH:25][C:26]([C:27]3[C:28]([CH2:42][OH:45])=[C:29]([CH:32]=[CH:33][CH:34]=3)[C:30]#[N:31])=[CH:23][CH:22]=2)=[C:3]([C:12]2[CH:13]=[CH:14][CH:15]=[CH:16][CH:17]=2)[C:2]=1[OH:1])(=[O:10])[CH3:9]. (5) Given the reactants C(N(CC)CC)C.Cl.[NH2:9][CH2:10][C:11]1[CH:19]=[CH:18][CH:17]=[C:16]2[C:12]=1[CH2:13][N:14]([CH:21]1[CH2:26][CH2:25][C:24](=[O:27])[NH:23][C:22]1=[O:28])[C:15]2=[O:20].Cl.[N:30]1[CH:35]=[CH:34][CH:33]=[CH:32][C:31]=1[C:36](Cl)=[O:37], predict the reaction product. The product is: [O:28]=[C:22]1[CH:21]([N:14]2[CH2:13][C:12]3[C:16](=[CH:17][CH:18]=[CH:19][C:11]=3[CH2:10][NH:9][C:36]([C:31]3[CH:32]=[CH:33][CH:34]=[CH:35][N:30]=3)=[O:37])[C:15]2=[O:20])[CH2:26][CH2:25][C:24](=[O:27])[NH:23]1. (6) Given the reactants [NH:1]1[C:5]2[CH:6]=[CH:7][C:8]([C@@H:10]([NH:12][C:13]3[C:18]([N+:19]([O-])=O)=[CH:17][N:16]=[C:15]([Cl:22])[CH:14]=3)[CH3:11])=[CH:9][C:4]=2[N:3]=[CH:2]1.[Cl-].[NH4+].C(O)C, predict the reaction product. The product is: [NH:1]1[C:5]2[CH:6]=[CH:7][C:8]([C@@H:10]([NH:12][C:13]3[CH:14]=[C:15]([Cl:22])[N:16]=[CH:17][C:18]=3[NH2:19])[CH3:11])=[CH:9][C:4]=2[N:3]=[CH:2]1. (7) The product is: [NH2:8][CH:9]1[CH2:10][CH2:11][N:12]([C:15]([O:17][CH2:18][C:19]2[CH:24]=[CH:23][CH:22]=[CH:21][CH:20]=2)=[O:16])[CH2:13][CH2:14]1. Given the reactants C([NH:8][CH:9]1[CH2:14][CH2:13][N:12]([C:15]([O:17][CH2:18][C:19]2[CH:24]=[CH:23][CH:22]=[CH:21][CH:20]=2)=[O:16])[CH2:11][CH2:10]1)(OC(C)(C)C)=O.C1COCC1.Cl.[OH-].[Na+], predict the reaction product.